Dataset: Full USPTO retrosynthesis dataset with 1.9M reactions from patents (1976-2016). Task: Predict the reactants needed to synthesize the given product. Given the product [C:1]([C:5]1[N:6]=[C:7]([N:16]2[CH2:20][CH2:19][C:18]([F:21])([F:22])[CH2:17]2)[C:8]2[C:9](=[N:11][N:12]([CH2:14][C:15]3[C:44]([Cl:43])=[CH:49][CH:48]=[CH:47][N:46]=3)[N:13]=2)[N:10]=1)([CH3:2])([CH3:3])[CH3:4], predict the reactants needed to synthesize it. The reactants are: [C:1]([C:5]1[N:6]=[C:7]([N:16]2[CH2:20][CH2:19][C:18]([F:22])([F:21])[CH2:17]2)[C:8]2[C:9](=[N:11][N:12]([CH2:14][CH3:15])[N:13]=2)[N:10]=1)([CH3:4])([CH3:3])[CH3:2].C(C1N=C(N2CCC(F)(F)C2)C2N=NNC=2N=1)(C)(C)C.[Cl:43][C:44]1C(CCl)=[N:46][CH:47]=[CH:48][CH:49]=1.